This data is from Full USPTO retrosynthesis dataset with 1.9M reactions from patents (1976-2016). The task is: Predict the reactants needed to synthesize the given product. (1) Given the product [OH:1][CH2:2][CH:3]1[CH2:12][N:7]2[CH2:8][CH2:9][N:10]([C:14]3[CH:19]=[CH:18][CH:17]=[CH:16][N:15]=3)[CH2:11][CH:6]2[CH2:5][CH2:4]1, predict the reactants needed to synthesize it. The reactants are: [OH:1][CH2:2][CH:3]1[CH2:12][N:7]2[CH2:8][CH2:9][NH:10][CH2:11][CH:6]2[CH2:5][CH2:4]1.Br[C:14]1[CH:19]=[CH:18][CH:17]=[CH:16][N:15]=1.C(=O)([O-])[O-].[Na+].[Na+]. (2) Given the product [C:12]([NH:2][CH:3]([C:8]([O:10][CH3:11])=[O:9])[C:4]([O:6][CH3:7])=[O:5])([O:14][C:15]([CH3:18])([CH3:17])[CH3:16])=[O:13], predict the reactants needed to synthesize it. The reactants are: Cl.[NH2:2][CH:3]([C:8]([O:10][CH3:11])=[O:9])[C:4]([O:6][CH3:7])=[O:5].[C:12](O[C:12]([O:14][C:15]([CH3:18])([CH3:17])[CH3:16])=[O:13])([O:14][C:15]([CH3:18])([CH3:17])[CH3:16])=[O:13].C(N(CC)CC)C. (3) Given the product [CH2:1]([C:3]1[S:43][C:6]2[N:7]([CH2:24][C:25]3[CH:26]=[CH:27][C:28]([C:31]4[CH:36]=[CH:35][CH:34]=[CH:33][C:32]=4[C:37]4[NH:41][C:40](=[O:42])[O:39][N:38]=4)=[CH:29][CH:30]=3)[C:8](=[O:23])[N:9]([CH2:12][C:13](=[N:45][O:46][CH:47]([CH3:49])[CH3:48])[C:15]3[CH:20]=[CH:19][C:18]([O:21][CH3:22])=[CH:17][CH:16]=3)[C:10](=[O:11])[C:5]=2[CH:4]=1)[CH3:2], predict the reactants needed to synthesize it. The reactants are: [CH2:1]([C:3]1[S:43][C:6]2[N:7]([CH2:24][C:25]3[CH:30]=[CH:29][C:28]([C:31]4[CH:36]=[CH:35][CH:34]=[CH:33][C:32]=4[C:37]4[NH:41][C:40](=[O:42])[O:39][N:38]=4)=[CH:27][CH:26]=3)[C:8](=[O:23])[N:9]([CH2:12][C:13]([C:15]3[CH:20]=[CH:19][C:18]([O:21][CH3:22])=[CH:17][CH:16]=3)=O)[C:10](=[O:11])[C:5]=2[CH:4]=1)[CH3:2].Cl.[NH2:45][O:46][CH:47]([CH3:49])[CH3:48].N1C=CC=CC=1.Cl. (4) Given the product [Br:1][C:2]1[CH:9]=[CH:8][C:5]([CH2:6][NH2:7])=[C:4]([Cl:10])[CH:3]=1, predict the reactants needed to synthesize it. The reactants are: [Br:1][C:2]1[CH:9]=[CH:8][C:5]([C:6]#[N:7])=[C:4]([Cl:10])[CH:3]=1. (5) Given the product [CH3:1][C:2]1[CH:7]=[C:6]([CH3:8])[CH:5]=[CH:4][C:3]=1[N:9]([CH2:20][CH:21]([CH3:23])[CH3:22])[S:10]([C:13]1[CH:18]=[CH:17][C:16]([O:19][CH2:30][C:27]2[CH:28]=[CH:29][N:24]=[CH:25][CH:26]=2)=[CH:15][CH:14]=1)(=[O:12])=[O:11], predict the reactants needed to synthesize it. The reactants are: [CH3:1][C:2]1[CH:7]=[C:6]([CH3:8])[CH:5]=[CH:4][C:3]=1[N:9]([CH2:20][CH:21]([CH3:23])[CH3:22])[S:10]([C:13]1[CH:18]=[CH:17][C:16]([OH:19])=[CH:15][CH:14]=1)(=[O:12])=[O:11].[N:24]1[CH:29]=[CH:28][C:27]([CH2:30]O)=[CH:26][CH:25]=1.C1(P(C2C=CC=CC=2)C2C=CC=CC=2)C=CC=CC=1.N(C(OC(C)C)=O)=NC(OC(C)C)=O. (6) Given the product [C:6]([O:14][C:12]([NH:7][C@@:6]([C:16]1[CH:21]=[C:20]([NH:22][C:23](=[O:24])[O:25][CH2:26][CH3:27])[CH:19]=[CH:18][C:17]=1[F:28])([CH3:15])[CH2:5][N:33]1[CH:34]=[C:30]([Cl:29])[N:31]=[C:32]1[C:35]#[N:36])=[O:13])([CH3:16])([CH3:15])[CH3:5], predict the reactants needed to synthesize it. The reactants are: C([CH:5]1OS(=O)(=O)[N:7]([C:12]([O-:14])=[O:13])[C@@:6]1([C:16]1[CH:21]=[C:20]([NH:22][C:23]([O:25][CH2:26][CH3:27])=[O:24])[CH:19]=[CH:18][C:17]=1[F:28])[CH3:15])(C)(C)C.[Cl:29][C:30]1[N:31]=[C:32]([C:35]#[N:36])[NH:33][CH:34]=1. (7) The reactants are: ClCCl.[CH2:4]([O:6][C:7](=[O:37])[CH:8]([NH:30][C:31]([O:33][CH2:34][CH:35]=[CH2:36])=[O:32])[CH2:9][C:10]1[O:14][N:13]=[C:12]([CH:15]2[CH2:19][CH2:18][CH2:17][N:16]2[C:20](=[O:29])[CH2:21][C:22]2[CH:27]=[CH:26][C:25]([NH2:28])=[CH:24][CH:23]=2)[CH:11]=1)[CH3:5].[Cl:38][C:39]1[CH:47]=[CH:46][CH:45]=[C:44]([Cl:48])[C:40]=1[C:41](Cl)=[O:42].N1C=CC=CC=1. Given the product [CH2:4]([O:6][C:7](=[O:37])[CH:8]([NH:30][C:31]([O:33][CH2:34][CH:35]=[CH2:36])=[O:32])[CH2:9][C:10]1[O:14][N:13]=[C:12]([CH:15]2[CH2:19][CH2:18][CH2:17][N:16]2[C:20](=[O:29])[CH2:21][C:22]2[CH:23]=[CH:24][C:25]([NH:28][C:41](=[O:42])[C:40]3[C:39]([Cl:38])=[CH:47][CH:46]=[CH:45][C:44]=3[Cl:48])=[CH:26][CH:27]=2)[CH:11]=1)[CH3:5], predict the reactants needed to synthesize it. (8) Given the product [CH2:6]([N:13]1[CH:22]=[C:21]([CH:44]=[O:48])[C:20]2[C:15](=[CH:16][CH:17]=[C:18]([C:23]3[CH:24]=[C:25]([CH:32]=[CH:33][C:34]=3[CH3:35])[C:26]([NH:28][CH:29]3[CH2:31][CH2:30]3)=[O:27])[CH:19]=2)[C:14]1=[O:36])[C:7]1[CH:12]=[CH:11][CH:10]=[CH:9][CH:8]=1, predict the reactants needed to synthesize it. The reactants are: P(Cl)(Cl)(Cl)=O.[CH2:6]([N:13]1[CH:22]=[CH:21][C:20]2[C:15](=[CH:16][CH:17]=[C:18]([C:23]3[CH:24]=[C:25]([CH:32]=[CH:33][C:34]=3[CH3:35])[C:26]([NH:28][CH:29]3[CH2:31][CH2:30]3)=[O:27])[CH:19]=2)[C:14]1=[O:36])[C:7]1[CH:12]=[CH:11][CH:10]=[CH:9][CH:8]=1.BrC1C=C2C(=CC=1)[C:44](=[O:48])NC=C2. (9) Given the product [F:47][C:48]([F:53])([F:52])[C:49]([O-:51])=[O:50].[CH2:26]([NH:25][C:24]([C@H:22]([CH3:23])[CH2:21][C@H:20]([OH:31])[C@@H:19]([NH:32][C:33]([C@@H:34]([NH3+:36])[CH3:35])=[O:44])[CH2:18][C:14]1[CH:15]=[CH:16][CH:17]=[C:12]([O:11][CH2:10][CH2:9][CH2:8][CH2:7][C:6]([OH:45])=[O:5])[CH:13]=1)=[O:30])[CH2:27][CH2:28][CH3:29], predict the reactants needed to synthesize it. The reactants are: C([O:5][C:6](=[O:45])[CH2:7][CH2:8][CH2:9][CH2:10][O:11][C:12]1[CH:17]=[CH:16][CH:15]=[C:14]([CH2:18][C@H:19]([NH:32][C:33](=[O:44])[C@@H:34]([NH:36]C(OC(C)(C)C)=O)[CH3:35])[C@@H:20]([OH:31])[CH2:21][C@H:22]([C:24](=[O:30])[NH:25][CH2:26][CH2:27][CH2:28][CH3:29])[CH3:23])[CH:13]=1)(C)(C)C.O.[F:47][C:48]([F:53])([F:52])[C:49]([OH:51])=[O:50].